Dataset: Catalyst prediction with 721,799 reactions and 888 catalyst types from USPTO. Task: Predict which catalyst facilitates the given reaction. (1) Product: [CH:13]([C:15]1[NH:16][CH:17]=[CH:18][CH:19]=1)=[O:12].[CH3:11][O:12][C:13]([C:15]1[NH:16][CH:17]=[C:18]([CH:4]=[O:5])[CH:19]=1)=[O:14].[CH3:11][O:12][C:13]([C:15]1[NH:16][C:17]([CH:4]=[O:5])=[CH:18][CH:19]=1)=[O:14]. The catalyst class is: 2. Reactant: CN([CH:4]=[O:5])C.O=P(Cl)(Cl)Cl.[CH3:11][O:12][C:13]([C:15]1[NH:16][CH:17]=[CH:18][CH:19]=1)=[O:14]. (2) Reactant: [Br:1][C:2]1[N:3]([C:13]2[CH:18]=[CH:17][C:16]([OH:19])=[CH:15][CH:14]=2)[C:4]2[C:9]([C:10]=1[C:11]#N)=[CH:8][CH:7]=[CH:6][CH:5]=2.[H-].C([Al+]CC(C)C)C(C)C.[OH2:30].Cl. Product: [Br:1][C:2]1[N:3]([C:13]2[CH:18]=[CH:17][C:16]([OH:19])=[CH:15][CH:14]=2)[C:4]2[C:9]([C:10]=1[CH:11]=[O:30])=[CH:8][CH:7]=[CH:6][CH:5]=2. The catalyst class is: 2. (3) Reactant: C(S([NH:7][CH:8]([C:25]1[CH:30]=[CH:29][C:28]([Cl:31])=[CH:27][CH:26]=1)[C:9]1[C:13]([C:14]#[N:15])=[C:12]([N:16]2[CH2:21][CH2:20][O:19][CH2:18][CH2:17]2)[S:11][C:10]=1[C:22]([OH:24])=[O:23])=O)(C)(C)C.Cl. Product: [ClH:31].[NH2:7][CH:8]([C:25]1[CH:30]=[CH:29][C:28]([Cl:31])=[CH:27][CH:26]=1)[C:9]1[C:13]([C:14]#[N:15])=[C:12]([N:16]2[CH2:17][CH2:18][O:19][CH2:20][CH2:21]2)[S:11][C:10]=1[C:22]([OH:24])=[O:23]. The catalyst class is: 2. (4) Reactant: [C:1]([O:7][C:8]1[CH:13]=[CH:12][C:11]([C:14]2[CH:19]=[C:18]([O:20][CH3:21])[CH:17]=[CH:16][C:15]=2[F:22])=[C:10]([C:23]([NH:25][NH:26][C:27](=O)[C:28]([CH3:31])([CH3:30])[CH3:29])=O)[CH:9]=1)(=[O:6])[C:2]([CH3:5])([CH3:4])[CH3:3].COC1C=CC(P2(SP(C3C=CC(OC)=CC=3)(=S)S2)=[S:42])=CC=1. Product: [C:1]([O:7][C:8]1[CH:13]=[CH:12][C:11]([C:14]2[CH:19]=[C:18]([O:20][CH3:21])[CH:17]=[CH:16][C:15]=2[F:22])=[C:10]([C:23]2[S:42][C:27]([C:28]([CH3:31])([CH3:30])[CH3:29])=[N:26][N:25]=2)[CH:9]=1)(=[O:6])[C:2]([CH3:5])([CH3:4])[CH3:3]. The catalyst class is: 1. (5) Reactant: [Cl:1][C:2]1[C:7]([Cl:8])=[CH:6][C:5]([CH2:9][S:10]C)=[CH:4][N:3]=1.[N:12]#[C:13][NH2:14].IC1C=CC=C(CC([O-])=O)C=1CC([O-])=O.S(=O)(O)[O-].[Na+]. Product: [Cl:8][C:7]1[CH:6]=[C:5]([CH2:9][SH:10]=[N:14][C:13]#[N:12])[CH:4]=[N:3][C:2]=1[Cl:1]. The catalyst class is: 6.